Dataset: Full USPTO retrosynthesis dataset with 1.9M reactions from patents (1976-2016). Task: Predict the reactants needed to synthesize the given product. (1) The reactants are: FC(F)(F)C(O)=O.[Cl:8][CH2:9][CH2:10][CH2:11]/[C:12](=[CH:16]\[C:17]1[CH:22]=[CH:21][C:20]([N:23]2[CH:27]=[C:26]([CH3:28])[N:25]=[CH:24]2)=[C:19]([O:29][CH3:30])[CH:18]=1)/[C:13]([OH:15])=O.[N:31]1([C:37]2[N:42]=[CH:41][C:40]([CH2:43][NH2:44])=[CH:39][CH:38]=2)[CH2:36][CH2:35][O:34][CH2:33][CH2:32]1.C1C=CC2N(O)N=NC=2C=1.C(N(C(C)C)CC)(C)C. Given the product [N:31]1([C:37]2[N:42]=[CH:41][C:40]([CH2:43][NH:44][C:13](=[O:15])/[C:12](=[CH:16]/[C:17]3[CH:22]=[CH:21][C:20]([N:23]4[CH:27]=[C:26]([CH3:28])[N:25]=[CH:24]4)=[C:19]([O:29][CH3:30])[CH:18]=3)/[CH2:11][CH2:10][CH2:9][Cl:8])=[CH:39][CH:38]=2)[CH2:32][CH2:33][O:34][CH2:35][CH2:36]1, predict the reactants needed to synthesize it. (2) Given the product [CH3:4][C:2]([C:5]1[CH:6]=[CH:7][C:8]([S:11]([NH:14][C:15]2[N:20]=[C:19]([C:21]3[N:22]=[CH:23][CH:24]=[CH:25][N:26]=3)[N:18]=[C:17]([O:27][CH2:28][CH2:29][OH:30])[C:16]=2[O:31][C:32]2[C:37]([O:38][CH3:39])=[CH:36][CH:35]=[CH:34][CH:33]=2)(=[O:12])=[O:13])=[CH:9][CH:10]=1)([CH3:1])[CH3:3].[OH2:41], predict the reactants needed to synthesize it. The reactants are: [CH3:1][C:2]([C:5]1[CH:6]=[CH:7][C:8]([S:11]([NH:14][C:15]2[C:16]([O:31][C:32]3[CH:33]=[CH:34][CH:35]=[CH:36][C:37]=3[O:38][CH3:39])=[C:17]([O:27][CH2:28][CH2:29][OH:30])[N:18]=[C:19]([C:21]3[N:22]=[CH:23][CH:24]=[CH:25][N:26]=3)[N:20]=2)(=[O:13])=[O:12])=[CH:9][CH:10]=1)([CH3:4])[CH3:3].C.[OH2:41]. (3) Given the product [O:3]1[C:7]2[CH:8]=[CH:9][CH:10]=[C:11]([CH:12]3[CH2:17][CH2:16][N:15]([CH2:18][CH2:19][C@H:20]4[CH2:21][CH2:22][C@H:23]([NH:26][C:33]([CH:29]5[CH2:30][CH2:31][CH2:32][O:27][CH2:28]5)=[O:34])[CH2:24][CH2:25]4)[CH2:14][CH2:13]3)[C:6]=2[CH2:5][CH2:4]1, predict the reactants needed to synthesize it. The reactants are: Cl.Cl.[O:3]1[C:7]2[CH:8]=[CH:9][CH:10]=[C:11]([CH:12]3[CH2:17][CH2:16][N:15]([CH2:18][CH2:19][C@H:20]4[CH2:25][CH2:24][C@H:23]([NH2:26])[CH2:22][CH2:21]4)[CH2:14][CH2:13]3)[C:6]=2[CH2:5][CH2:4]1.[O:27]1[CH2:32][CH2:31][CH2:30][CH:29]([C:33](O)=[O:34])[CH2:28]1. (4) The reactants are: [F:1][C:2]1[CH:13]=[CH:12][C:5]2[C:6]([CH3:11])=[C:7]([CH:9]=[O:10])[O:8][C:4]=2[CH:3]=1.[CH:14]1([Mg]Br)[CH2:19][CH2:18][CH2:17][CH2:16][CH2:15]1.[Cl-].[NH4+]. Given the product [CH:14]1([CH:9]([C:7]2[O:8][C:4]3[CH:3]=[C:2]([F:1])[CH:13]=[CH:12][C:5]=3[C:6]=2[CH3:11])[OH:10])[CH2:19][CH2:18][CH2:17][CH2:16][CH2:15]1, predict the reactants needed to synthesize it.